This data is from Peptide-MHC class I binding affinity with 185,985 pairs from IEDB/IMGT. The task is: Regression. Given a peptide amino acid sequence and an MHC pseudo amino acid sequence, predict their binding affinity value. This is MHC class I binding data. (1) The peptide sequence is EEKFQKDPPF. The MHC is Mamu-B01 with pseudo-sequence Mamu-B01. The binding affinity (normalized) is 0. (2) The peptide sequence is WQMDCTHL. The MHC is Mamu-B08 with pseudo-sequence Mamu-B08. The binding affinity (normalized) is 0.00919. (3) The peptide sequence is YAEGDVVVF. The MHC is HLA-A02:11 with pseudo-sequence HLA-A02:11. The binding affinity (normalized) is 0.0847. (4) The peptide sequence is IQAFEAGVD. The MHC is HLA-A02:01 with pseudo-sequence HLA-A02:01. The binding affinity (normalized) is 0.